Dataset: Volume of distribution at steady state (VDss) regression data from Lombardo et al.. Task: Regression/Classification. Given a drug SMILES string, predict its absorption, distribution, metabolism, or excretion properties. Task type varies by dataset: regression for continuous measurements (e.g., permeability, clearance, half-life) or binary classification for categorical outcomes (e.g., BBB penetration, CYP inhibition). For this dataset (vdss_lombardo), we predict log10(VDss) (log10 of volume of distribution in L/kg). (1) The drug is C[n+]1ccccc1/C=N/O. The log10(VDss) is -0.100. (2) The molecule is COC1/C=C/OC2(C)Oc3c(C)c([O-])c4c(O)c(c(/C=N/N5CCN(C)CC5)c(O)c4c3C2=O)NC(=O)/C(C)=C\C=C\C(C)C(O)C(C)C(O)C(C)C(OC(C)=O)C1C. The log10(VDss) is -0.0100. (3) The drug is O=C1CCCC2C3CCC[N+]4([O-])CCCC(CN12)C34. The log10(VDss) is -0.210. (4) The molecule is CN(CCCCCCN(C)C(=O)Oc1ccc[n+](C)c1)C(=O)Oc1ccc[n+](C)c1. The log10(VDss) is 0. (5) The drug is CC(C)CC(NC(=O)C(Cc1ccccc1)NC(=O)c1cnccn1)B(O)O. The log10(VDss) is 1.00. (6) The molecule is CCC[c-]1c(=O)n2c(N(C)C)nc3ccc(C)cc3n2c1=O. The log10(VDss) is -0.920. (7) The drug is O=C1c2cccc3c2C(CCC3)CN1C1C[NH+]2CCC1CC2. The log10(VDss) is 0.800.